This data is from Reaction yield outcomes from USPTO patents with 853,638 reactions. The task is: Predict the reaction yield, written as a fraction of the theoretical maximum amount of product (1.0 means a 100% yield; for example, 0.34 means a 34% yield). (1) The reactants are [CH3:1][O:2][C:3]1[CH:8]=[CH:7][C:6]([C:9](=O)[CH2:10][C:11]([C:13]2[CH:18]=[CH:17][C:16]([O:19][CH3:20])=[CH:15][CH:14]=2)=O)=[CH:5][CH:4]=1.O.[NH2:23][NH2:24].[Cl-].[Li+].C(OCC)(=O)C. The catalyst is C1COCC1.CN(C=O)C. The product is [CH3:1][O:2][C:3]1[CH:8]=[CH:7][C:6]([C:9]2[CH:10]=[C:11]([C:13]3[CH:18]=[CH:17][C:16]([O:19][CH3:20])=[CH:15][CH:14]=3)[NH:24][N:23]=2)=[CH:5][CH:4]=1. The yield is 0.910. (2) The reactants are [C:1]([O:5][C:6](=[O:24])[NH:7][CH2:8][CH:9]1[CH2:14][CH2:13][CH:12]([CH2:15][NH:16]C(OC(C)(C)C)=O)[CH2:11][CH2:10]1)([CH3:4])([CH3:3])[CH3:2].Cl.O1CCOCC1. The catalyst is CCO. The product is [C:1]([O:5][C:6](=[O:24])[NH:7][CH2:8][CH:9]1[CH2:10][CH2:11][CH:12]([CH2:15][NH2:16])[CH2:13][CH2:14]1)([CH3:4])([CH3:2])[CH3:3]. The yield is 0.470. (3) The yield is 0.750. The reactants are [NH2:1][C:2]1[CH:3]=[C:4]([C:9]2[C:17]3[C:16]([NH:18][C@H:19]([C:21]4[N:26]([C:27]5[CH:32]=[CH:31][CH:30]=[CH:29][CH:28]=5)[C:25](=[O:33])[C:24]5=[C:34]([CH3:37])[CH:35]=[CH:36][N:23]5[N:22]=4)[CH3:20])=[N:15][CH:14]=[N:13][C:12]=3[N:11](COCC[Si](C)(C)C)[CH:10]=2)[CH:5]=[C:6]([OH:8])[CH:7]=1.FC(F)(F)C(O)=O.N. No catalyst specified. The product is [NH2:1][C:2]1[CH:3]=[C:4]([C:9]2[C:17]3[C:16]([NH:18][C@H:19]([C:21]4[N:26]([C:27]5[CH:32]=[CH:31][CH:30]=[CH:29][CH:28]=5)[C:25](=[O:33])[C:24]5=[C:34]([CH3:37])[CH:35]=[CH:36][N:23]5[N:22]=4)[CH3:20])=[N:15][CH:14]=[N:13][C:12]=3[NH:11][CH:10]=2)[CH:5]=[C:6]([OH:8])[CH:7]=1. (4) The reactants are [F:1][C:2]1[C:3]([C:9]#[N:10])=[N:4][CH:5]=[C:6]([F:8])[CH:7]=1.[ClH:11]. The catalyst is [Pd].C(O)C.O1CCCC1. The product is [ClH:11].[F:1][C:2]1[C:3]([CH2:9][NH2:10])=[N:4][CH:5]=[C:6]([F:8])[CH:7]=1. The yield is 1.00. (5) The reactants are [CH3:1][C:2]1[C:6](=[O:7])[CH2:5][CH2:4][C:3]=1[NH:8][C:9]1[CH:17]=[CH:16][C:12]([C:13]([OH:15])=O)=[CH:11][CH:10]=1.[NH2:18][C:19]1[CH:24]=[CH:23][CH:22]=[CH:21][CH:20]=1.C1N=CN(C(N2C=NC=C2)=O)C=1. The catalyst is C1COCC1.CN(C=O)C. The product is [CH3:1][C:2]1[C:6](=[O:7])[CH2:5][CH2:4][C:3]=1[NH:8][C:9]1[CH:10]=[CH:11][C:12]([C:13]([NH:18][C:19]2[CH:24]=[CH:23][CH:22]=[CH:21][CH:20]=2)=[O:15])=[CH:16][CH:17]=1. The yield is 0.100. (6) The reactants are [NH2:1][C:2]1[CH:3]=[C:4](B(O)O)[CH:5]=[CH:6][CH:7]=1.[CH3:11][O:12][C:13]1[CH:18]=[CH:17][C:16]([C:19]2[CH2:20][C@@H:21]3[N:27]([CH:28]=2)[C:26](=[O:29])[C:25]2[CH:30]=[C:31]([O:72][CH3:73])[C:32]([O:34][CH2:35][CH2:36][CH2:37][O:38][C:39]4[C:69]([O:70][CH3:71])=[CH:68][C:42]5[C:43](=[O:67])[N:44]6[CH:59]=[C:58](S(C(F)(F)F)(=O)=O)[CH2:57][C@H:45]6[C:46](=[O:56])[N:47]([CH2:48][O:49][CH2:50][CH2:51][Si:52]([CH3:55])([CH3:54])[CH3:53])[C:41]=5[CH:40]=4)=[CH:33][C:24]=2[N:23]([CH2:74][O:75][CH2:76][CH2:77][Si:78]([CH3:81])([CH3:80])[CH3:79])[C:22]3=[O:82])=[CH:15][CH:14]=1.C(=O)([O-])[O-].[Na+].[Na+]. The catalyst is C1(C)C=CC=CC=1.C(O)C.O. The product is [NH2:1][C:2]1[CH:3]=[C:4]([C:58]2[CH2:57][C@@H:45]3[N:44]([CH:59]=2)[C:43](=[O:67])[C:42]2[CH:68]=[C:69]([O:70][CH3:71])[C:39]([O:38][CH2:37][CH2:36][CH2:35][O:34][C:32]4[C:31]([O:72][CH3:73])=[CH:30][C:25]5[C:26](=[O:29])[N:27]6[CH:28]=[C:19]([C:16]7[CH:15]=[CH:14][C:13]([O:12][CH3:11])=[CH:18][CH:17]=7)[CH2:20][C@H:21]6[C:22](=[O:82])[N:23]([CH2:74][O:75][CH2:76][CH2:77][Si:78]([CH3:79])([CH3:81])[CH3:80])[C:24]=5[CH:33]=4)=[CH:40][C:41]=2[N:47]([CH2:48][O:49][CH2:50][CH2:51][Si:52]([CH3:53])([CH3:54])[CH3:55])[C:46]3=[O:56])[CH:5]=[CH:6][CH:7]=1. The yield is 0.850. (7) The reactants are [F:1][C:2]1[CH:3]=[CH:4][CH:5]=[C:6]2[C:10]=1[NH:9][C:8](=[O:11])[CH:7]2[C:12]1[C:20]([OH:21])=[CH:19][C:15]2[O:16][CH2:17][O:18][C:14]=2[CH:13]=1.C=O.[CH2:24](P(CCCC)CCCC)CCC.N(C(OC(C)(C)C)=O)=NC(OC(C)(C)C)=O. The yield is 0.170. The catalyst is C1COCC1. The product is [F:1][C:2]1[CH:3]=[CH:4][CH:5]=[C:6]2[C:10]=1[NH:9][C:8](=[O:11])[C:7]12[C:12]2=[CH:13][C:14]3[O:18][CH2:17][O:16][C:15]=3[CH:19]=[C:20]2[O:21][CH2:24]1. (8) The reactants are [OH:1][C:2]1[CH:11]=[CH:10][C:5]2[C:6](=[O:9])[CH2:7][O:8][C:4]=2[C:3]=1[OH:12].[CH3:13][C:14]([C:16]1[CH:21]=[CH:20][C:19]([O:22][CH3:23])=[C:18]([O:24][CH3:25])[CH:17]=1)=O. The catalyst is C(O)(=O)C.Cl. The product is [CH3:25][O:24][C:18]1[CH:17]=[C:16]([C:14](=[C:7]2[C:6](=[O:9])[C:5]3[CH:10]=[CH:11][C:2]([OH:1])=[C:3]([OH:12])[C:4]=3[O:8]2)[CH3:13])[CH:21]=[CH:20][C:19]=1[O:22][CH3:23]. The yield is 0.360. (9) The product is [OH:1][C:2]1([CH3:19])[CH2:9][CH2:8][O:7][CH2:6][CH2:5][N:4]([C:10]([O:12][C:13]([CH3:16])([CH3:15])[CH3:14])=[O:11])[CH2:3]1. The yield is 0.778. The reactants are [O:1]=[C:2]1[CH2:9][CH2:8][O:7][CH2:6][CH2:5][N:4]([C:10]([O:12][C:13]([CH3:16])([CH3:15])[CH3:14])=[O:11])[CH2:3]1.[NH4+].[Cl-].[CH2:19]1COCC1. No catalyst specified. (10) The reactants are [C:1]([O:5][C:6]([NH:8][C@H:9]([C:11]([OH:13])=O)[CH3:10])=[O:7])([CH3:4])([CH3:3])[CH3:2].[CH3:14][NH:15][CH2:16][CH2:17][C:18]1[CH:23]=[CH:22][CH:21]=[CH:20][CH:19]=1.CCN(C(C)C)C(C)C.C1CN([P+](Br)(N2CCCC2)N2CCCC2)CC1.F[P-](F)(F)(F)(F)F. The catalyst is CN(C=O)C. The product is [C:1]([O:5][C:6](=[O:7])[NH:8][C@@H:9]([CH3:10])[C:11]([N:15]([CH3:14])[CH2:16][CH2:17][C:18]1[CH:23]=[CH:22][CH:21]=[CH:20][CH:19]=1)=[O:13])([CH3:2])([CH3:3])[CH3:4]. The yield is 0.840.